Dataset: Reaction yield outcomes from USPTO patents with 853,638 reactions. Task: Predict the reaction yield, written as a fraction of the theoretical maximum amount of product (1.0 means a 100% yield; for example, 0.34 means a 34% yield). (1) The reactants are [CH2:1]([C:3]1[CH:8]=[CH:7][C:6]([OH:9])=[C:5]([O:10][C:11]2[CH:16]=[CH:15][CH:14]=[CH:13][CH:12]=2)[CH:4]=1)[CH3:2].[CH2:17]([O:19][C:20](=[O:40])[CH2:21][S:22][C:23]1[CH:28]=[CH:27][C:26]([O:29][CH2:30][CH2:31][C@@H:32](OS(C)(=O)=O)[CH3:33])=[CH:25][C:24]=1[CH3:39])[CH3:18].C([O-])([O-])=O.[Cs+].[Cs+].Cl. The catalyst is CN(C=O)C.O. The product is [CH2:17]([O:19][C:20](=[O:40])[CH2:21][S:22][C:23]1[CH:28]=[CH:27][C:26]([O:29][CH2:30][CH2:31][CH:32]([O:9][C:6]2[CH:7]=[CH:8][C:3]([CH2:1][CH3:2])=[CH:4][C:5]=2[O:10][C:11]2[CH:16]=[CH:15][CH:14]=[CH:13][CH:12]=2)[CH3:33])=[CH:25][C:24]=1[CH3:39])[CH3:18]. The yield is 0.710. (2) The reactants are Cl.[CH2:2]([NH:9][OH:10])[C:3]1[CH:8]=[CH:7][CH:6]=[CH:5][CH:4]=1.C(N(CC)CC)C.[CH:18]1(/[CH:22]=[CH:23]/[C:24](OCC)=[O:25])[CH2:21][CH2:20][CH2:19]1. The catalyst is ClCCl.O. The product is [CH2:2]([N:9]1[CH:22]([CH:18]2[CH2:21][CH2:20][CH2:19]2)[CH2:23][C:24](=[O:25])[O:10]1)[C:3]1[CH:8]=[CH:7][CH:6]=[CH:5][CH:4]=1. The yield is 0.860. (3) The product is [F:33][CH:2]([F:1])[C:3]1[N:7]([C:8]2[N:13]=[C:12]([N:14]3[CH2:19][CH2:18][O:17][CH2:16][CH2:15]3)[N:11]=[C:10]([N:20]3[CH2:25][CH2:24][CH:23]([NH:26][S:35]([CH3:34])(=[O:37])=[O:36])[CH2:22][CH2:21]3)[N:9]=2)[C:6]2[CH:27]=[CH:28][CH:29]=[C:30]([O:31][CH3:32])[C:5]=2[N:4]=1. The catalyst is C(Cl)Cl. The yield is 0.970. The reactants are [F:1][CH:2]([F:33])[C:3]1[N:7]([C:8]2[N:13]=[C:12]([N:14]3[CH2:19][CH2:18][O:17][CH2:16][CH2:15]3)[N:11]=[C:10]([N:20]3[CH2:25][CH2:24][CH:23]([NH2:26])[CH2:22][CH2:21]3)[N:9]=2)[C:6]2[CH:27]=[CH:28][CH:29]=[C:30]([O:31][CH3:32])[C:5]=2[N:4]=1.[CH3:34][S:35](Cl)(=[O:37])=[O:36].C([O-])([O-])=O.[K+].[K+]. (4) The reactants are [Cl:1][C:2]1[C:7]([OH:8])=[C:6](I)[CH:5]=[C:4]([CH2:10][OH:11])[N:3]=1.[CH:12]([Sn](C=C)(C=C)C=C)=[CH2:13]. The catalyst is CN(C=O)C.CCOC(C)=O.[Pd](Cl)Cl.C1(P(C2C=CC=CC=2)C2C=CC=CC=2)C=CC=CC=1.C1(P(C2C=CC=CC=2)C2C=CC=CC=2)C=CC=CC=1. The product is [Cl:1][C:2]1[C:7]([OH:8])=[C:6]([CH:12]=[CH2:13])[CH:5]=[C:4]([CH2:10][OH:11])[N:3]=1. The yield is 0.390. (5) The reactants are Cl[C:2]([O:4][CH2:5][Cl:6])=[O:3].[CH2:7]([OH:13])[CH2:8][CH2:9][CH2:10][CH2:11][CH3:12].N1C=CC=CC=1.Cl. The catalyst is ClCCl. The product is [C:2](=[O:3])([O:4][CH2:5][Cl:6])[O:13][CH2:7][CH2:8][CH2:9][CH2:10][CH2:11][CH3:12]. The yield is 0.970. (6) The reactants are [CH2:1]([O:4][C:5]1[CH:10]=[CH:9][CH:8]=[CH:7][C:6]=1[NH:11][C:12]([NH:14]C(=O)C1C=CC=CC=1)=[S:13])[CH2:2][CH3:3].C[O-].[Na+]. The catalyst is CO. The product is [CH2:1]([O:4][C:5]1[CH:10]=[CH:9][CH:8]=[CH:7][C:6]=1[NH:11][C:12]([NH2:14])=[S:13])[CH2:2][CH3:3]. The yield is 0.710.